Predict which catalyst facilitates the given reaction. From a dataset of Catalyst prediction with 721,799 reactions and 888 catalyst types from USPTO. (1) Reactant: O1[C:5]2([CH2:10][CH2:9][CH:8]([CH:11]([NH:14][S:15]([CH3:18])(=[O:17])=[O:16])[CH2:12][CH3:13])[CH2:7][CH2:6]2)[O:4]CC1.Cl. Product: [O:4]=[C:5]1[CH2:6][CH2:7][CH:8]([CH:11]([NH:14][S:15]([CH3:18])(=[O:17])=[O:16])[CH2:12][CH3:13])[CH2:9][CH2:10]1. The catalyst class is: 23. (2) Reactant: [Cl:1][C:2]1[C:3]([F:22])=[C:4]([CH:19]=[CH:20][CH:21]=1)[CH2:5][C:6]1[C:7]([O:17][CH3:18])=[CH:8][C:9]([O:15][CH3:16])=[C:10]([CH:14]=1)[C:11](O)=[O:12].S(Cl)([Cl:25])=O. Product: [Cl:1][C:2]1[C:3]([F:22])=[C:4]([CH:19]=[CH:20][CH:21]=1)[CH2:5][C:6]1[C:7]([O:17][CH3:18])=[CH:8][C:9]([O:15][CH3:16])=[C:10]([CH:14]=1)[C:11]([Cl:25])=[O:12]. The catalyst class is: 575. (3) Reactant: C([O:7][C:8]1[CH:13]=[C:12]([C:14]2[O:18][C:17]([C:19]3[CH:24]=[CH:23][CH:22]=[C:21]([O:25][C:26]4[CH:31]=[CH:30][C:29]([N+:32]([O-:34])=[O:33])=[CH:28][CH:27]=4)[CH:20]=3)=[N:16][N:15]=2)[C:11]([O:35]CCCCCC)=[CH:10][C:9]=1[C:42]1[O:46][C:45]([C:47]2[CH:52]=[CH:51][CH:50]=[C:49]([O:53][C:54]3[CH:59]=[CH:58][C:57]([N+:60]([O-:62])=[O:61])=[CH:56][CH:55]=3)[CH:48]=2)=[N:44][N:43]=1)CCCCC.B(Br)(Br)Br. Product: [N+:60]([C:57]1[CH:56]=[CH:55][C:54]([O:53][C:49]2[CH:48]=[C:47]([C:45]3[O:46][C:42]([C:9]4[CH:10]=[C:11]([OH:35])[C:12]([C:14]5[O:18][C:17]([C:19]6[CH:24]=[CH:23][CH:22]=[C:21]([O:25][C:26]7[CH:31]=[CH:30][C:29]([N+:32]([O-:34])=[O:33])=[CH:28][CH:27]=7)[CH:20]=6)=[N:16][N:15]=5)=[CH:13][C:8]=4[OH:7])=[N:43][N:44]=3)[CH:52]=[CH:51][CH:50]=2)=[CH:59][CH:58]=1)([O-:62])=[O:61]. The catalyst class is: 4. (4) Reactant: C([O:3][C:4](=[O:42])[CH:5]([C:10]1[CH:11]=[C:12]([C:32]2[CH:37]=[CH:36][C:35]([C:38]([F:41])([F:40])[F:39])=[CH:34][CH:33]=2)[CH:13]=[C:14]([CH:16]2[CH2:21][CH2:20][CH2:19][N:18]([CH2:22][C:23]3[CH:31]=[CH:30][C:26]4[N:27]=[N:28][S:29][C:25]=4[CH:24]=3)[CH2:17]2)[CH:15]=1)[CH2:6][CH:7]([CH3:9])[CH3:8])C.[OH-].[K+]. Product: [S:29]1[C:25]2[CH:24]=[C:23]([CH2:22][N:18]3[CH2:19][CH2:20][CH2:21][CH:16]([C:14]4[CH:15]=[C:10]([CH:5]([CH2:6][CH:7]([CH3:9])[CH3:8])[C:4]([OH:42])=[O:3])[CH:11]=[C:12]([C:32]5[CH:37]=[CH:36][C:35]([C:38]([F:40])([F:41])[F:39])=[CH:34][CH:33]=5)[CH:13]=4)[CH2:17]3)[CH:31]=[CH:30][C:26]=2[N:27]=[N:28]1. The catalyst class is: 14. (5) Reactant: [Br:1][C:2]1[CH:3]=[C:4]([C:14]([OH:16])=O)[C:5]2[CH:6]=[CH:7][N:8]([CH:11]([CH3:13])[CH3:12])[C:9]=2[CH:10]=1.[NH2:17][CH2:18][C:19]1[C:20](=[O:27])[NH:21][C:22]([CH3:26])=[CH:23][C:24]=1[CH3:25].ON1C2N=CC=CC=2N=N1.C(Cl)CCl.CN1CCOCC1. Product: [Br:1][C:2]1[CH:3]=[C:4]([C:14]([NH:17][CH2:18][C:19]2[C:20](=[O:27])[NH:21][C:22]([CH3:26])=[CH:23][C:24]=2[CH3:25])=[O:16])[C:5]2[CH:6]=[CH:7][N:8]([CH:11]([CH3:12])[CH3:13])[C:9]=2[CH:10]=1. The catalyst class is: 16. (6) Reactant: [CH3:1][O:2][CH2:3][C:4]1[O:8][N:7]=[CH:6][C:5]=1[C:9]([O:11]C)=[O:10].Cl.C(O)(=O)C.O. Product: [CH3:1][O:2][CH2:3][C:4]1[O:8][N:7]=[CH:6][C:5]=1[C:9]([OH:11])=[O:10]. The catalyst class is: 21. (7) Reactant: Cl.[N:2]1[CH:7]=[CH:6][CH:5]=[CH:4][C:3]=1[CH2:8][O:9][C:10]1[CH:18]=[CH:17][C:13]([C:14](Cl)=[O:15])=[CH:12][CH:11]=1.C(Cl)Cl.Cl.[NH:23]1[CH:27]=[CH:26][N:25]=[C:24]1[C:28]1[CH:29]=[CH:30][C:31]([CH3:35])=[C:32]([CH:34]=1)[NH2:33]. Product: [NH:23]1[CH:27]=[CH:26][N:25]=[C:24]1[C:28]1[CH:29]=[CH:30][C:31]([CH3:35])=[C:32]([NH:33][C:14](=[O:15])[C:13]2[CH:17]=[CH:18][C:10]([O:9][CH2:8][C:3]3[CH:4]=[CH:5][CH:6]=[CH:7][N:2]=3)=[CH:11][CH:12]=2)[CH:34]=1. The catalyst class is: 17. (8) Reactant: [Br:1][C:2]1[C:10]([F:11])=[CH:9][C:8]([C:12]#[N:13])=[C:7]2[C:3]=1[C:4]([CH3:15])=[C:5]([CH3:14])[NH:6]2.C[Si]([N-][Si](C)(C)C)(C)C.[Li+].Cl[CH2:27][O:28][CH2:29][CH2:30][Si:31]([CH3:34])([CH3:33])[CH3:32]. Product: [Br:1][C:2]1[C:10]([F:11])=[CH:9][C:8]([C:12]#[N:13])=[C:7]2[C:3]=1[C:4]([CH3:15])=[C:5]([CH3:14])[N:6]2[CH2:27][O:28][CH2:29][CH2:30][Si:31]([CH3:34])([CH3:33])[CH3:32]. The catalyst class is: 49.